Dataset: Forward reaction prediction with 1.9M reactions from USPTO patents (1976-2016). Task: Predict the product of the given reaction. (1) Given the reactants C(OC(=O)[CH:5]([S:7][C:8]1[S:12][C:11]([NH:13][C:14]([N:16](CC2CCCC2)[C:17]2[CH:22]=[CH:21][CH:20]=[C:19]([C:23](=[O:27])[N:24]([CH3:26])[CH3:25])[CH:18]=2)=[O:15])=[N:10][CH:9]=1)[CH3:6])C.[CH:35]1(CN(C2C=CC(S(C)(=O)=O)=CC=2)C(=O)NC2SC=C(CC(O)=O)N=2)[CH2:39][CH2:38][CH2:37][CH2:36]1.[CH:64]1(CNC2C=C(C=CC=2)C(N(C)C)=O)CCCC1.C([O:84][C:85](=[O:95])C(SC1SC(N)=NC=1)C)C, predict the reaction product. The product is: [CH:35]1([N:16]([C:17]2[CH:22]=[CH:21][CH:20]=[C:19]([C:23](=[O:27])[N:24]([CH3:25])[CH3:26])[CH:18]=2)[C:14](=[O:15])[N:13]([CH3:64])[C:11]2[S:12][C:8]([S:7][CH2:5][CH2:6][C:85]([OH:95])=[O:84])=[CH:9][N:10]=2)[CH2:39][CH2:38][CH2:37][CH2:36]1. (2) Given the reactants [CH3:1][O:2][CH2:3][N:4]1[C:8]2[CH:9]=[CH:10][C:11]([CH:13]([C:15]3[CH:19]=[CH:18][N:17]([C:20]4[N:25]=[CH:24][C:23]([CH2:26][O:27][CH2:28][C:29](OCC)=[O:30])=[CH:22][CH:21]=4)[N:16]=3)[CH3:14])=[CH:12][C:7]=2[S:6][C:5]1=[O:34].[BH4-].[Li+], predict the reaction product. The product is: [OH:30][CH2:29][CH2:28][O:27][CH2:26][C:23]1[CH:22]=[CH:21][C:20]([N:17]2[CH:18]=[CH:19][C:15]([CH:13]([C:11]3[CH:10]=[CH:9][C:8]4[N:4]([CH2:3][O:2][CH3:1])[C:5](=[O:34])[S:6][C:7]=4[CH:12]=3)[CH3:14])=[N:16]2)=[N:25][CH:24]=1. (3) The product is: [CH3:1][O:2][C:3]1[CH:20]=[CH:19][C:6]([CH2:7][N:8]2[C:14](=[O:15])[CH2:13][NH:12][S:9]2(=[O:11])=[O:10])=[CH:5][CH:4]=1. Given the reactants [CH3:1][O:2][C:3]1[CH:20]=[CH:19][C:6]([CH2:7][NH:8][S:9]([NH:12][CH2:13][C:14](OCC)=[O:15])(=[O:11])=[O:10])=[CH:5][CH:4]=1.O(C(C)(C)C)[K], predict the reaction product. (4) Given the reactants [CH3:1][O:2][C:3](=[O:38])[NH:4][C@H:5]([C:9]([N:11]1[C@H:15]([C:16]2[NH:17][CH:18]=[C:19]([C:21]3[CH:26]=[CH:25][C:24](B4OC(C)(C)C(C)(C)O4)=[CH:23][CH:22]=3)[N:20]=2)[CH2:14][Si:13]([CH3:37])([CH3:36])[CH2:12]1)=[O:10])[CH:6]([CH3:8])[CH3:7].[C:39]([O:43][C:44]([N:46]1[CH2:51][CH2:50][N:49]([C:52]2[CH:57]=[CH:56][C:55]([C:58](=[O:73])[NH:59][C:60]3[CH:65]=[C:64]([O:66][C:67]([F:70])([F:69])[F:68])[C:63](Br)=[CH:62][C:61]=3[Cl:72])=[CH:54][N:53]=2)[C@H:48]([CH3:74])[CH2:47]1)=[O:45])([CH3:42])([CH3:41])[CH3:40].O.C(=O)([O-])[O-].[K+].[K+], predict the reaction product. The product is: [C:39]([O:43][C:44]([N:46]1[CH2:51][CH2:50][N:49]([C:52]2[CH:57]=[CH:56][C:55]([C:58](=[O:73])[NH:59][C:60]3[C:61]([Cl:72])=[CH:62][C:63]([C:24]4[CH:23]=[CH:22][C:21]([C:19]5[N:20]=[C:16]([C@H:15]6[N:11]([C:9](=[O:10])[C@@H:5]([NH:4][C:3]([O:2][CH3:1])=[O:38])[CH:6]([CH3:7])[CH3:8])[CH2:12][Si:13]([CH3:37])([CH3:36])[CH2:14]6)[NH:17][CH:18]=5)=[CH:26][CH:25]=4)=[C:64]([O:66][C:67]([F:70])([F:69])[F:68])[CH:65]=3)=[CH:54][N:53]=2)[C@H:48]([CH3:74])[CH2:47]1)=[O:45])([CH3:42])([CH3:40])[CH3:41]. (5) Given the reactants [Cl:1][C:2]1[CH:3]=[CH:4][C:5]2[N:11]3[CH:12]=[CH:13][CH:14]=[C:10]3[C@@H:9]([CH2:15][CH2:16][N:17]3[N:21]=[N:20][C:19]([S:22][C:23]([CH3:30])([CH3:29])[C:24]([O:26]CC)=[O:25])=[N:18]3)[O:8][C@H:7]([C:31]3[CH:36]=[CH:35][CH:34]=[C:33]([O:37][CH3:38])[C:32]=3[O:39][CH3:40])[C:6]=2[CH:41]=1.[OH-].[Na+], predict the reaction product. The product is: [Cl:1][C:2]1[CH:3]=[CH:4][C:5]2[N:11]3[CH:12]=[CH:13][CH:14]=[C:10]3[C@@H:9]([CH2:15][CH2:16][N:17]3[N:21]=[N:20][C:19]([S:22][C:23]([CH3:30])([CH3:29])[C:24]([OH:26])=[O:25])=[N:18]3)[O:8][C@H:7]([C:31]3[CH:36]=[CH:35][CH:34]=[C:33]([O:37][CH3:38])[C:32]=3[O:39][CH3:40])[C:6]=2[CH:41]=1. (6) Given the reactants [Cl:1][C:2]1[C:7]([CH2:8][NH2:9])=[CH:6][C:5]([C:10]2[CH:11]=[C:12]3[C:17](=[CH:18][CH:19]=2)[N:16]=[CH:15][CH:14]=[C:13]3[N:20]2[CH2:25][CH2:24][O:23][CH2:22][CH2:21]2)=[CH:4][N:3]=1.CCN(CC)CC.[C:33](Cl)(=[O:38])[C:34]([CH3:37])([CH3:36])[CH3:35], predict the reaction product. The product is: [Cl:1][C:2]1[C:7]([CH2:8][NH:9][C:33](=[O:38])[C:34]([CH3:37])([CH3:36])[CH3:35])=[CH:6][C:5]([C:10]2[CH:11]=[C:12]3[C:17](=[CH:18][CH:19]=2)[N:16]=[CH:15][CH:14]=[C:13]3[N:20]2[CH2:25][CH2:24][O:23][CH2:22][CH2:21]2)=[CH:4][N:3]=1. (7) Given the reactants [NH:1]1[CH2:6][CH2:5][NH:4][CH2:3][CH2:2]1.[CH3:7][Si:8]([CH3:23])([CH2:17][CH2:18][Si:19]([CH3:22])([CH3:21])[CH3:20])[CH2:9][CH2:10][CH2:11][O:12][CH2:13][CH:14]1[CH2:16][O:15]1, predict the reaction product. The product is: [CH3:23][Si:8]([CH3:7])([CH2:17][CH2:18][Si:19]([CH3:20])([CH3:22])[CH3:21])[CH2:9][CH2:10][CH2:11][O:12][CH2:13][CH:14]([OH:15])[CH2:16][N:1]1[CH2:6][CH2:5][NH:4][CH2:3][CH2:2]1. (8) Given the reactants [OH-].[Na+].[CH:3]1([NH:6][C:7]([CH:9]2[O:14][CH2:13][CH2:12][N:11](C(OCC3C4C=CC=CC=4C4C3=CC=CC=4)=O)[CH2:10]2)=[O:8])[CH2:5][CH2:4]1, predict the reaction product. The product is: [CH:3]1([NH:6][C:7]([CH:9]2[O:14][CH2:13][CH2:12][NH:11][CH2:10]2)=[O:8])[CH2:5][CH2:4]1.